Dataset: Full USPTO retrosynthesis dataset with 1.9M reactions from patents (1976-2016). Task: Predict the reactants needed to synthesize the given product. (1) Given the product [F:23][C@H:24]1[CH2:28][CH2:27][N:26]([C:19]([CH:16]2[CH2:15][CH2:14][N:13]([C:8]3[CH:9]=[N:10][CH:11]=[CH:12][C:7]=3[N:5]3[CH:6]=[C:2]([CH3:1])[CH:3]=[N:4]3)[CH2:18][CH2:17]2)=[O:21])[CH2:25]1, predict the reactants needed to synthesize it. The reactants are: [CH3:1][C:2]1[CH:3]=[N:4][N:5]([C:7]2[CH:12]=[CH:11][N:10]=[CH:9][C:8]=2[N:13]2[CH2:18][CH2:17][CH:16]([C:19]([OH:21])=O)[CH2:15][CH2:14]2)[CH:6]=1.Cl.[F:23][C@H:24]1[CH2:28][CH2:27][NH:26][CH2:25]1.CN(C(ON1N=NC2C=CC=NC1=2)=[N+](C)C)C.F[P-](F)(F)(F)(F)F.CCN(C(C)C)C(C)C. (2) Given the product [Cl:1][C:2]1[CH:31]=[CH:30][C:5]([C:6]([NH:8][C:9]2[CH:14]=[CH:13][C:12]([CH2:15][NH:16][C:17]3[C:26]4[C:21](=[CH:22][C:23]([CH:27]=[CH2:28])=[CH:24][CH:25]=4)[N:20]=[C:19]([N:34]([CH3:35])[CH3:33])[N:18]=3)=[CH:11][CH:10]=2)=[O:7])=[CH:4][N:3]=1.[ClH:32], predict the reactants needed to synthesize it. The reactants are: [Cl:1][C:2]1[CH:31]=[CH:30][C:5]([C:6]([NH:8][C:9]2[CH:14]=[CH:13][C:12]([CH2:15][NH:16][C:17]3[C:26]4[C:21](=[CH:22][C:23]([CH:27]=[CH2:28])=[CH:24][CH:25]=4)[N:20]=[C:19](Cl)[N:18]=3)=[CH:11][CH:10]=2)=[O:7])=[CH:4][N:3]=1.[ClH:32].[CH3:33][NH:34][CH3:35].O. (3) Given the product [C:7]1(=[O:12])[C:8]2[C:4](=[CH:3][CH:2]=[CH:10][CH:9]=2)[CH:5]=[CH:6]1, predict the reactants needed to synthesize it. The reactants are: O[C:2]1[CH:3]=[C:4]2[C:8](=[C:9](C)[CH:10]=1)[C:7](=[O:12])[C:6](C)=[CH:5]2.C1N2CN3CN(C2)CN1C3. (4) The reactants are: [Cl:1][C:2]1[CH:3]=[C:4]([CH:19]=[CH:20][CH:21]=1)[CH2:5][NH:6][C:7]1[N:12]=[C:11]([N:13]2[CH2:18][CH2:17][NH:16][CH2:15][CH2:14]2)[CH:10]=[N:9][CH:8]=1.[C:22]([OH:29])(=[O:28])/[CH:23]=[CH:24]/[C:25]([OH:27])=[O:26]. Given the product [C:22]([OH:29])(=[O:28])/[CH:23]=[CH:24]/[C:25]([OH:27])=[O:26].[Cl:1][C:2]1[CH:3]=[C:4]([CH:19]=[CH:20][CH:21]=1)[CH2:5][NH:6][C:7]1[N:12]=[C:11]([N:13]2[CH2:14][CH2:15][NH:16][CH2:17][CH2:18]2)[CH:10]=[N:9][CH:8]=1, predict the reactants needed to synthesize it. (5) Given the product [F:32][C:2]([F:1])([F:31])[C:3](=[O:30])[C:4]([CH3:29])([CH3:28])[CH:5]([C:12]1[CH:13]=[C:14]2[C:18](=[CH:19][CH:20]=1)[N:17]([C:21]1[CH:22]=[CH:23][C:24]([F:27])=[CH:25][CH:26]=1)[N:16]=[CH:15]2)[C:6]1[CH:11]=[CH:10][CH:9]=[CH:8][CH:7]=1, predict the reactants needed to synthesize it. The reactants are: [F:1][C:2]([F:32])([F:31])[CH:3]([OH:30])[C:4]([CH3:29])([CH3:28])[CH:5]([C:12]1[CH:13]=[C:14]2[C:18](=[CH:19][CH:20]=1)[N:17]([C:21]1[CH:26]=[CH:25][C:24]([F:27])=[CH:23][CH:22]=1)[N:16]=[CH:15]2)[C:6]1[CH:11]=[CH:10][CH:9]=[CH:8][CH:7]=1.CC(OI1(OC(C)=O)(OC(C)=O)OC(=O)C2C=CC=CC1=2)=O.